Dataset: Full USPTO retrosynthesis dataset with 1.9M reactions from patents (1976-2016). Task: Predict the reactants needed to synthesize the given product. (1) Given the product [Cl:11][C:10]1[C:4]2[NH:3][C:2]([N:21]3[CH2:20][CH2:19][NH:18][C@H:17]([CH3:16])[CH2:22]3)=[N:6][C:5]=2[CH:7]=[C:8]([C:12]([F:15])([F:14])[F:13])[CH:9]=1, predict the reactants needed to synthesize it. The reactants are: Cl[C:2]1[NH:6][C:5]2[CH:7]=[C:8]([C:12]([F:15])([F:14])[F:13])[CH:9]=[C:10]([Cl:11])[C:4]=2[N:3]=1.[CH3:16][C@@H:17]1[CH2:22][NH:21][CH2:20][CH2:19][NH:18]1.C(N(CC)C(C)C)(C)C. (2) Given the product [CH3:39][NH:38][C:36](=[O:37])[C:35]([CH3:41])([N:15]1[CH2:16][CH2:17][CH:12]([CH2:11][C:10]2[N:2]([CH3:1])[C:3]3[C:8]([N:9]=2)=[C:7]([N:18]2[CH2:19][CH2:20][O:21][CH2:22][CH2:23]2)[N:6]=[C:5]([N:24]2[C:28]4[CH:29]=[CH:30][CH:31]=[CH:32][C:27]=4[N:26]=[C:25]2[CH3:33])[N:4]=3)[CH2:13][CH2:14]1)[CH3:40], predict the reactants needed to synthesize it. The reactants are: [CH3:1][N:2]1[C:10]([CH2:11][CH:12]2[CH2:17][CH2:16][NH:15][CH2:14][CH2:13]2)=[N:9][C:8]2[C:3]1=[N:4][C:5]([N:24]1[C:28]3[CH:29]=[CH:30][CH:31]=[CH:32][C:27]=3[N:26]=[C:25]1[CH3:33])=[N:6][C:7]=2[N:18]1[CH2:23][CH2:22][O:21][CH2:20][CH2:19]1.Br[C:35]([CH3:41])([CH3:40])[C:36]([NH:38][CH3:39])=[O:37]. (3) The reactants are: [Li]CCCC.C(NC(C)C)(C)C.[F:13][C:14]1[CH:20]=[C:19]([F:21])[C:18]([F:22])=[CH:17][C:15]=1[NH2:16].F[C:24]1[CH:32]=[C:31]([F:33])[C:30]([F:34])=[CH:29][C:25]=1[C:26]([OH:28])=[O:27]. Given the product [F:13][C:14]1[CH:20]=[C:19]([F:21])[C:18]([F:22])=[CH:17][C:15]=1[NH:16][C:24]1[CH:32]=[C:31]([F:33])[C:30]([F:34])=[CH:29][C:25]=1[C:26]([OH:28])=[O:27], predict the reactants needed to synthesize it. (4) Given the product [C:39]([N:31]([CH2:30][C:27]1[CH:28]=[CH:29][C:24]([C:23]([C@H:4]([CH2:5][CH2:6][CH2:7][N:8]([CH2:16][C:17]2[CH:22]=[CH:21][CH:20]=[CH:19][N:18]=2)[C:9]([O:11][C:12]([CH3:15])([CH3:13])[CH3:14])=[O:10])[C:3]([OH:47])=[O:2])=[O:46])=[CH:25][CH:26]=1)[CH2:32][C:33]1[CH:38]=[CH:37][CH:36]=[CH:35][N:34]=1)([O:41][C:42]([CH3:43])([CH3:44])[CH3:45])=[O:40], predict the reactants needed to synthesize it. The reactants are: C[O:2][C:3](=[O:47])[C@H:4]([C:23](=[O:46])[C:24]1[CH:29]=[CH:28][C:27]([CH2:30][N:31]([C:39]([O:41][C:42]([CH3:45])([CH3:44])[CH3:43])=[O:40])[CH2:32][C:33]2[CH:38]=[CH:37][CH:36]=[CH:35][N:34]=2)=[CH:26][CH:25]=1)[CH2:5][CH2:6][CH2:7][N:8]([CH2:16][C:17]1[CH:22]=[CH:21][CH:20]=[CH:19][N:18]=1)[C:9]([O:11][C:12]([CH3:15])([CH3:14])[CH3:13])=[O:10].[OH-].[Na+]. (5) The reactants are: [N:1]1[CH:6]=[CH:5][CH:4]=[CH:3][C:2]=1[O:7][CH2:8][CH2:9][CH2:10][NH2:11].[C:12]([N:16]1[C:20](=[O:21])[C:19](Cl)=[C:18]([C:23]2[CH:28]=[CH:27][CH:26]=[CH:25][CH:24]=2)[S:17]1(=[O:30])=[O:29])([CH3:15])([CH3:14])[CH3:13]. Given the product [C:12]([N:16]1[C:20](=[O:21])[C:19]([NH:11][CH2:10][CH2:9][CH2:8][O:7][C:2]2[CH:3]=[CH:4][CH:5]=[CH:6][N:1]=2)=[C:18]([C:23]2[CH:28]=[CH:27][CH:26]=[CH:25][CH:24]=2)[S:17]1(=[O:29])=[O:30])([CH3:15])([CH3:13])[CH3:14], predict the reactants needed to synthesize it. (6) Given the product [Cl:1][C:2]1[CH:7]=[C:6]([N:8]([CH2:30][O:33][CH2:19][CH2:20][Si:22]([CH3:28])([CH3:23])[CH3:21])[CH2:26][O:25][CH2:24][CH2:23][Si:22]([CH3:29])([CH3:28])[CH3:21])[N:5]2[N:9]=[CH:10][CH:11]=[C:4]2[N:3]=1, predict the reactants needed to synthesize it. The reactants are: [Cl:1][C:2]1[CH:7]=[C:6]([NH2:8])[N:5]2[N:9]=[CH:10][CH:11]=[C:4]2[N:3]=1.C(N([CH2:19][CH3:20])C(C)C)(C)C.[CH3:21][Si:22]([CH3:29])([CH3:28])[CH2:23][CH2:24][O:25][CH2:26]Cl.[C:30]([O-:33])(O)=O.[Na+].